From a dataset of Full USPTO retrosynthesis dataset with 1.9M reactions from patents (1976-2016). Predict the reactants needed to synthesize the given product. (1) The reactants are: [CH2:1]([O:3][C:4]([C:6]1[C:7](=[O:30])[NH:8][C:9]2[C:14]([C:15]=1[N:16]1[CH2:21][CH2:20][N:19]([C:22]([C:24]3[S:25][CH:26]=[CH:27][CH:28]=3)=[O:23])[CH2:18][CH2:17]1)=[CH:13][C:12]([Cl:29])=[CH:11][N:10]=2)=[O:5])[CH3:2].Br[CH2:32][C:33]([C:35]1[CH:40]=[CH:39][CH:38]=[CH:37][CH:36]=1)=[O:34]. Given the product [CH2:1]([O:3][C:4]([C:6]1[C:7](=[O:30])[N:8]([CH2:32][C:33](=[O:34])[C:35]2[CH:40]=[CH:39][CH:38]=[CH:37][CH:36]=2)[C:9]2[C:14]([C:15]=1[N:16]1[CH2:21][CH2:20][N:19]([C:22]([C:24]3[S:25][CH:26]=[CH:27][CH:28]=3)=[O:23])[CH2:18][CH2:17]1)=[CH:13][C:12]([Cl:29])=[CH:11][N:10]=2)=[O:5])[CH3:2], predict the reactants needed to synthesize it. (2) Given the product [C:5]([O:8][CH2:9][C:10]([CH3:39])([CH3:40])[CH2:11][N:12]1[C:18]2[CH:19]=[CH:20][C:21]([Cl:23])=[CH:22][C:17]=2[C@@H:16]([C:24]2[CH:29]=[CH:28][CH:27]=[C:26]([O:30][CH3:31])[C:25]=2[O:32][CH3:33])[O:15][C@H:14]([CH2:34][C:35]([NH:42][C:43]2[CH:44]=[CH:45][C:46]([CH2:49][C:50]([O:52][CH3:53])=[O:51])=[CH:47][CH:48]=2)=[O:36])[C:13]1=[O:38])(=[O:7])[CH3:6], predict the reactants needed to synthesize it. The reactants are: S(Cl)(Cl)=O.[C:5]([O:8][CH2:9][C:10]([CH3:40])([CH3:39])[CH2:11][N:12]1[C:18]2[CH:19]=[CH:20][C:21]([Cl:23])=[CH:22][C:17]=2[C@@H:16]([C:24]2[CH:29]=[CH:28][CH:27]=[C:26]([O:30][CH3:31])[C:25]=2[O:32][CH3:33])[O:15][C@H:14]([CH2:34][C:35](O)=[O:36])[C:13]1=[O:38])(=[O:7])[CH3:6].Cl.[NH2:42][C:43]1[CH:48]=[CH:47][C:46]([CH2:49][C:50]([O:52][CH3:53])=[O:51])=[CH:45][CH:44]=1.C(N(CC)CC)C.